From a dataset of Catalyst prediction with 721,799 reactions and 888 catalyst types from USPTO. Predict which catalyst facilitates the given reaction. (1) Reactant: [C:1]([C:5]1[N:10]=[C:9]2[N:11](CC3C=CC(OC)=CC=3)[N:12]=[CH:13][C:8]2=[C:7]([N:23]2[CH2:27][CH2:26][C:25]([F:29])([F:28])[CH2:24]2)[N:6]=1)([CH3:4])([CH3:3])[CH3:2].C(O)(C(F)(F)F)=O.CS(O)(=O)=O.[OH-].[Na+]. The catalyst class is: 2. Product: [C:1]([C:5]1[N:10]=[C:9]2[NH:11][N:12]=[CH:13][C:8]2=[C:7]([N:23]2[CH2:27][CH2:26][C:25]([F:28])([F:29])[CH2:24]2)[N:6]=1)([CH3:4])([CH3:2])[CH3:3]. (2) Product: [Br:23][CH2:24][C:25]([NH:13][C:12]1[CH:11]=[CH:10][C:9]([O:8][CH2:7][C:1]2[CH:2]=[CH:3][CH:4]=[CH:5][CH:6]=2)=[CH:15][CH:14]=1)=[O:26]. Reactant: [C:1]1([CH2:7][O:8][C:9]2[CH:15]=[CH:14][C:12]([NH2:13])=[CH:11][CH:10]=2)[CH:6]=[CH:5][CH:4]=[CH:3][CH:2]=1.C(N(CC)CC)C.[Br:23][CH2:24][C:25](Br)=[O:26]. The catalyst class is: 4. (3) Reactant: C([O:8][C:9]1[C:14]([O:15]CC2C=CC=CC=2)=[C:13]([C:23]([NH:25][CH2:26][C:27]2[CH:32]=[CH:31][C:30]([F:33])=[CH:29][CH:28]=2)=[O:24])[N:12]=[C:11]([C:34]([O:36][CH3:37])=[O:35])[CH:10]=1)C1C=CC=CC=1. Product: [F:33][C:30]1[CH:31]=[CH:32][C:27]([CH2:26][NH:25][C:23]([C:13]2[N:12]=[C:11]([C:34]([O:36][CH3:37])=[O:35])[CH:10]=[C:9]([OH:8])[C:14]=2[OH:15])=[O:24])=[CH:28][CH:29]=1. The catalyst class is: 515. (4) Reactant: O.[OH-].[Li+].[F:4][C:5]1[CH:10]=[C:9]([F:11])[C:8]([F:12])=[CH:7][C:6]=1[NH:13][C:14]1[O:18][C:17]([C:19]([NH:21][C:22]2[CH:38]=[CH:37][C:25]([O:26][C@H:27]3[CH2:32][CH2:31][C@H:30]([C:33]([O:35]C)=[O:34])[CH2:29][CH2:28]3)=[CH:24][CH:23]=2)=[O:20])=[N:16][N:15]=1.O.CO. Product: [F:4][C:5]1[CH:10]=[C:9]([F:11])[C:8]([F:12])=[CH:7][C:6]=1[NH:13][C:14]1[O:18][C:17]([C:19]([NH:21][C:22]2[CH:23]=[CH:24][C:25]([O:26][C@H:27]3[CH2:28][CH2:29][C@H:30]([C:33]([OH:35])=[O:34])[CH2:31][CH2:32]3)=[CH:37][CH:38]=2)=[O:20])=[N:16][N:15]=1. The catalyst class is: 1. (5) Reactant: [CH2:1]([Li])[CH2:2][CH2:3][CH3:4].[N:6]([C:15]([O:17][C:18]([CH3:21])([CH3:20])[CH3:19])=[O:16])=[N:7][C:8]([O:10][C:11]([CH3:14])([CH3:13])[CH3:12])=[O:9].[Cl-:22].[NH4+].C([O:27][CH2:28][CH3:29])(=O)C. Product: [Cl:22][C:1]1[CH:2]=[CH:3][C:4]([N:6]([C:15]([O:17][C:18]([CH3:21])([CH3:20])[CH3:19])=[O:16])[NH:7][C:8]([O:10][C:11]([CH3:12])([CH3:13])[CH3:14])=[O:9])=[CH:29][C:28]=1[OH:27]. The catalyst class is: 30. (6) Reactant: [CH3:1][CH:2]1[NH:7][CH:6]([CH3:8])[CH2:5][N:4]([C:9]([O:11][CH2:12][C:13]2[CH:18]=[CH:17][CH:16]=[CH:15][CH:14]=2)=[O:10])[CH2:3]1.C=O.[C:21](O)(=O)C.C(O[BH-](OC(=O)C)OC(=O)C)(=O)C.[Na+]. Product: [CH2:12]([O:11][C:9]([N:4]1[CH2:3][CH:2]([CH3:1])[N:7]([CH3:21])[CH:6]([CH3:8])[CH2:5]1)=[O:10])[C:13]1[CH:18]=[CH:17][CH:16]=[CH:15][CH:14]=1. The catalyst class is: 5. (7) Reactant: C[Si]([N-][Si](C)(C)C)(C)C.[Li+].[Cl:11][C:12]1[CH:13]=[C:14]([C@H:18]2[CH2:23][CH2:22][C:21](=[O:24])[N:20]([C@@H:25]([CH:33]3[CH2:35][CH2:34]3)[C:26]([O:28][C:29]([CH3:32])([CH3:31])[CH3:30])=[O:27])[C@@H:19]2[C:36]2[CH:41]=[CH:40][C:39]([Cl:42])=[CH:38][CH:37]=2)[CH:15]=[CH:16][CH:17]=1.[CH2:43](Br)[CH:44]=[CH2:45]. Product: [CH2:45]([C@H:22]1[CH2:23][C@H:18]([C:14]2[CH:15]=[CH:16][CH:17]=[C:12]([Cl:11])[CH:13]=2)[C@@H:19]([C:36]2[CH:37]=[CH:38][C:39]([Cl:42])=[CH:40][CH:41]=2)[N:20]([C@@H:25]([CH:33]2[CH2:35][CH2:34]2)[C:26]([O:28][C:29]([CH3:31])([CH3:32])[CH3:30])=[O:27])[C:21]1=[O:24])[CH:44]=[CH2:43]. The catalyst class is: 1. (8) Reactant: [CH3:1][O:2][C:3]([C:5]1([C:8]([OH:10])=O)[CH2:7][CH2:6]1)=[O:4].CN(C(ON1N=NC2C=CC=NC1=2)=[N+](C)C)C.F[P-](F)(F)(F)(F)F.CCN(C(C)C)C(C)C.[O-]S([O-])(=O)=O.[Na+].[Na+].[CH3:51][N:52]1[C:61]2[C:56](=[CH:57][N:58]=[C:59]([CH3:62])[CH:60]=2)[CH:55]=[C:54]([C:63]2[CH:64]=[C:65]([NH:70]/[C:71](/[NH2:74])=[N:72]/O)[CH:66]=[CH:67][C:68]=2[CH3:69])[C:53]1=[O:75]. Product: [CH3:51][N:52]1[C:61]2[C:56](=[CH:57][N:58]=[C:59]([CH3:62])[CH:60]=2)[CH:55]=[C:54]([C:63]2[CH:64]=[C:65]([NH:70][C:71]3[N:72]=[C:8]([C:5]4([C:3]([O:2][CH3:1])=[O:4])[CH2:6][CH2:7]4)[O:10][N:74]=3)[CH:66]=[CH:67][C:68]=2[CH3:69])[C:53]1=[O:75]. The catalyst class is: 3.